Task: Predict which catalyst facilitates the given reaction.. Dataset: Catalyst prediction with 721,799 reactions and 888 catalyst types from USPTO (1) Reactant: [CH3:1][CH2:2][O:3][C:4]([CH:6](P(OCC)(OCC)=O)[F:7])=[O:5].[H-].[Na+].[CH3:18][C:19]([CH3:21])=O. Product: [CH2:2]([O:3][C:4](=[O:5])[C:6]([F:7])=[C:19]([CH3:21])[CH3:18])[CH3:1]. The catalyst class is: 762. (2) Reactant: C1(P(C2C=CC=CC=2)C2C=CC=CC=2)C=CC=CC=1.CC(OC(/N=N/C(OC(C)C)=O)=O)C.[C:34]([O:38][C:39]([N:41]1[CH2:47][CH2:46][CH2:45][O:44][CH:43]([CH2:48][OH:49])[CH2:42]1)=[O:40])([CH3:37])([CH3:36])[CH3:35].[CH3:50][O:51][C:52](=[O:63])[C:53]1[CH:58]=[C:57]([Cl:59])[C:56]([O:60][CH3:61])=[CH:55][C:54]=1O. Product: [C:34]([O:38][C:39]([N:41]1[CH2:47][CH2:46][CH2:45][O:44][CH:43]([CH2:48][O:49][C:54]2[CH:55]=[C:56]([O:60][CH3:61])[C:57]([Cl:59])=[CH:58][C:53]=2[C:52]([O:51][CH3:50])=[O:63])[CH2:42]1)=[O:40])([CH3:37])([CH3:36])[CH3:35]. The catalyst class is: 1. (3) Reactant: Cl[C:2]1[CH:3]=[C:4]2[C:9](=[CH:10][N:11]=1)[N:8]=[CH:7][CH:6]=[C:5]2[C:12]1[CH:17]=[C:16]([CH3:18])[N:15]=[C:14]([NH:19]C(=O)OC(C)(C)C)[CH:13]=1.C([O-])(=O)C.[K+].[B:32]1([B:32]2[O:36][C:35]([CH3:38])([CH3:37])[C:34]([CH3:40])([CH3:39])[O:33]2)[O:36][C:35]([CH3:38])([CH3:37])[C:34]([CH3:40])([CH3:39])[O:33]1.C1(P(C2CCCCC2)C2CCCCC2)CCCCC1. Product: [CH3:18][C:16]1[N:15]=[C:14]([NH2:19])[CH:13]=[C:12]([C:5]2[C:4]3[C:9](=[CH:10][N:11]=[C:2]([B:32]4[O:36][C:35]([CH3:38])([CH3:37])[C:34]([CH3:40])([CH3:39])[O:33]4)[CH:3]=3)[N:8]=[CH:7][CH:6]=2)[CH:17]=1. The catalyst class is: 62. (4) Reactant: [Cl:1][C:2]1[CH:3]=[CH:4][C:5]([NH:8][C:9]([C:11]2[CH:16]=[C:15]([Cl:17])[CH:14]=[C:13]([N:18]3[CH2:23][CH2:22][O:21][CH2:20][CH2:19]3)[C:12]=2[N+:24]([O-])=O)=[O:10])=[N:6][CH:7]=1.[Sn](Cl)Cl.[C:30]([C:32]1[CH:40]=[CH:39][C:35]([C:36](Cl)=[O:37])=[CH:34][CH:33]=1)#[N:31]. Product: [Cl:1][C:2]1[CH:3]=[CH:4][C:5]([NH:8][C:9]([C:11]2[CH:16]=[C:15]([Cl:17])[CH:14]=[C:13]([N:18]3[CH2:23][CH2:22][O:21][CH2:20][CH2:19]3)[C:12]=2[NH:24][C:36]([C:35]2[CH:39]=[CH:40][C:32]([C:30]#[N:31])=[CH:33][CH:34]=2)=[O:37])=[O:10])=[N:6][CH:7]=1. The catalyst class is: 13. (5) Reactant: [CH3:1][C:2]1([CH3:34])[S:7][CH2:6][CH2:5][N:4]([S:8]([C:11]2[CH:16]=[CH:15][C:14]([O:17][CH2:18][C:19]#[C:20][CH2:21][CH2:22][O:23][CH:24]3[CH2:29][CH2:28][CH2:27][CH2:26][O:25]3)=[CH:13][CH:12]=2)(=[O:10])=[O:9])[CH:3]1[C:30]([O:32]C)=[O:31].[OH-].[Na+].CO. Product: [CH3:1][C:2]1([CH3:34])[S:7][CH2:6][CH2:5][N:4]([S:8]([C:11]2[CH:12]=[CH:13][C:14]([O:17][CH2:18][C:19]#[C:20][CH2:21][CH2:22][O:23][CH:24]3[CH2:29][CH2:28][CH2:27][CH2:26][O:25]3)=[CH:15][CH:16]=2)(=[O:10])=[O:9])[CH:3]1[C:30]([OH:32])=[O:31]. The catalyst class is: 1. (6) Reactant: [O:1]=[C:2]1[CH2:17][C:16](=[O:18])[CH2:15][C:4]2([CH2:7][N:6]([C:8]([O:10][C:11]([CH3:14])([CH3:13])[CH3:12])=[O:9])[CH2:5]2)[NH:3]1.C(=O)(O)[O-].[Na+].Br[CH2:25][C:26](=O)[C:27]([O:29][CH2:30][CH3:31])=[O:28].C(N(CC)CC)C.CS(Cl)(=O)=O. Product: [O:1]=[C:2]1[C:17]2[C:26]([C:27]([O:29][CH2:30][CH3:31])=[O:28])=[CH:25][O:18][C:16]=2[CH2:15][C:4]2([CH2:7][N:6]([C:8]([O:10][C:11]([CH3:14])([CH3:12])[CH3:13])=[O:9])[CH2:5]2)[NH:3]1. The catalyst class is: 40. (7) Reactant: [F:1][C:2]1[CH:7]=[CH:6][C:5]([C:8]2[C:9](=[O:23])[N:10]([C:17]3[CH:22]=[CH:21][CH:20]=[CH:19][N:18]=3)[CH:11]=[C:12]([C:14](O)=[O:15])[CH:13]=2)=[CH:4][CH:3]=1.[CH3:24][C:25]1[N:29]=[C:28]([C@H:30]([NH2:32])[CH3:31])[O:27][N:26]=1.CN(C(ON1N=NC2C=CC=NC1=2)=[N+](C)C)C.F[P-](F)(F)(F)(F)F.C(N(C(C)C)CC)(C)C. Product: [F:1][C:2]1[CH:7]=[CH:6][C:5]([C:8]2[C:9](=[O:23])[N:10]([C:17]3[CH:22]=[CH:21][CH:20]=[CH:19][N:18]=3)[CH:11]=[C:12]([C:14]([NH:32][C@@H:30]([C:28]3[O:27][N:26]=[C:25]([CH3:24])[N:29]=3)[CH3:31])=[O:15])[CH:13]=2)=[CH:4][CH:3]=1. The catalyst class is: 3.